Dataset: Forward reaction prediction with 1.9M reactions from USPTO patents (1976-2016). Task: Predict the product of the given reaction. (1) Given the reactants C[O:2][C:3](=O)[CH2:4][CH2:5][C:6]1[C:7](=[O:20])[N:8]([CH2:11][CH2:12][C:13]2[CH:18]=[CH:17][CH:16]=[CH:15][C:14]=2[F:19])[CH2:9][CH:10]=1.CO.[NH2:24][O:25][K].C(O)(=O)C, predict the reaction product. The product is: [F:19][C:14]1[CH:15]=[CH:16][CH:17]=[CH:18][C:13]=1[CH2:12][CH2:11][N:8]1[CH2:9][CH:10]=[C:6]([CH2:5][CH2:4][C:3]([NH:24][OH:25])=[O:2])[C:7]1=[O:20]. (2) Given the reactants CS(O[CH2:6][C:7]1[S:15][C:14]2[C:9](=[N:10][CH:11]=[C:12]([C:16]([F:19])([F:18])[F:17])[CH:13]=2)[CH:8]=1)(=O)=O.[CH3:20][O:21][C:22]1[CH:27]=[CH:26][CH:25]=[CH:24][C:23]=1[N:28]1[CH2:33][CH2:32][NH:31][CH2:30][CH2:29]1, predict the reaction product. The product is: [CH3:20][O:21][C:22]1[CH:27]=[CH:26][CH:25]=[CH:24][C:23]=1[N:28]1[CH2:33][CH2:32][N:31]([CH2:6][C:7]2[S:15][C:14]3[C:9](=[N:10][CH:11]=[C:12]([C:16]([F:19])([F:18])[F:17])[CH:13]=3)[CH:8]=2)[CH2:30][CH2:29]1. (3) Given the reactants [Br:1][C:2]1[CH:15]=[CH:14][CH:13]=[C:12]([N+:16]([O-])=O)[C:3]=1[O:4][C:5]1([C:8](OC)=[O:9])[CH2:7][CH2:6]1, predict the reaction product. The product is: [Br:1][C:2]1[C:3]2[O:4][C:5]3([CH2:7][CH2:6]3)[C:8](=[O:9])[NH:16][C:12]=2[CH:13]=[CH:14][CH:15]=1.